Dataset: In vitro SARS-CoV-2 activity screen of 1,480 approved drugs from Prestwick library. Task: Binary Classification. Given a drug SMILES string, predict its activity (active/inactive) in a high-throughput screening assay against a specified biological target. (1) The compound is CN1[C@H]2CC[C@@H]1CC(OC(=O)c1c[nH]c3ccccc13)C2.Cl. The result is 0 (inactive). (2) The molecule is CN(C)CCn1nnnc1SCC1=C(C(=O)O)N2C(=O)[C@@H](NC(=O)Cc3csc(N)n3)[C@H]2SC1.Cl.Cl. The result is 0 (inactive). (3) The compound is CN(C)CCCN1c2ccccc2Sc2ccc(C(F)(F)F)cc21.Cl. The result is 0 (inactive).